This data is from Full USPTO retrosynthesis dataset with 1.9M reactions from patents (1976-2016). The task is: Predict the reactants needed to synthesize the given product. (1) Given the product [ClH:1].[Cl:1][C:2]1[CH:10]=[CH:9][C:8]2[N:7]([CH2:11][CH2:12][O:13][C:14]3[CH:15]=[CH:16][C:17]([F:20])=[CH:18][CH:19]=3)[C:6]3[CH2:21][CH2:22][NH:23][CH2:24][CH2:25][C:5]=3[C:4]=2[C:3]=1[Cl:33], predict the reactants needed to synthesize it. The reactants are: [Cl:1][C:2]1[CH:10]=[CH:9][C:8]2[N:7]([CH2:11][CH2:12][O:13][C:14]3[CH:19]=[CH:18][C:17]([F:20])=[CH:16][CH:15]=3)[C:6]3[CH2:21][CH2:22][N:23](C(OC(C)(C)C)=O)[CH2:24][CH2:25][C:5]=3[C:4]=2[C:3]=1[Cl:33].[OH-].[Na+]. (2) Given the product [Cl:9][C:10]1[CH:15]=[C:14]([O:16][CH3:17])[CH:13]=[CH:12][C:11]=1[CH:18]([CH3:28])[C:19]([C:21]1[CH:26]=[CH:25][N:24]=[C:23]([CH3:27])[CH:22]=1)([OH:20])[C:2]([F:4])([F:3])[F:1], predict the reactants needed to synthesize it. The reactants are: [F:1][C:2]([Si](C)(C)C)([F:4])[F:3].[Cl:9][C:10]1[CH:15]=[C:14]([O:16][CH3:17])[CH:13]=[CH:12][C:11]=1[CH:18]([CH3:28])[C:19]([C:21]1[CH:26]=[CH:25][N:24]=[C:23]([CH3:27])[CH:22]=1)=[O:20].O.O.O.[F-].C([N+](CCCC)(CCCC)CCCC)CCC.C([O-])([O-])=O.[Na+].[Na+]. (3) Given the product [CH3:1][N:2]([CH3:20])[C:3]([C:5]1[N:14]([CH:15]2[CH2:19][CH2:18][CH2:17][CH2:16]2)[C:8]2[N:9]=[C:10]([NH:40][C:37]3[N:36]=[CH:35][C:34]([CH:31]4[CH2:32][CH2:33][NH:28][CH2:29][CH2:30]4)=[CH:39][CH:38]=3)[N:11]=[CH:12][C:7]=2[CH:6]=1)=[O:4], predict the reactants needed to synthesize it. The reactants are: [CH3:1][N:2]([CH3:20])[C:3]([C:5]1[N:14]([CH:15]2[CH2:19][CH2:18][CH2:17][CH2:16]2)[C:8]2[N:9]=[C:10](Cl)[N:11]=[CH:12][C:7]=2[CH:6]=1)=[O:4].C(OC([N:28]1[CH2:33][CH2:32][CH:31]([C:34]2[CH:35]=[N:36][C:37]([NH2:40])=[CH:38][CH:39]=2)[CH2:30][CH2:29]1)=O)(C)(C)C. (4) Given the product [CH2:1]([O:8][C:9]1[N:13]([CH2:14][C:15]2[CH:16]=[CH:17][C:18]([CH2:21][O:22][C:32]3[CH:31]=[CH:30][C:29]([CH2:35][CH2:36][C:37]([O:39][CH2:40][CH3:41])=[O:38])=[C:28]([F:27])[CH:33]=3)=[CH:19][CH:20]=2)[N:12]=[C:11]([C:23]([CH3:26])([CH3:25])[CH3:24])[CH:10]=1)[C:2]1[CH:7]=[CH:6][CH:5]=[CH:4][CH:3]=1, predict the reactants needed to synthesize it. The reactants are: [CH2:1]([O:8][C:9]1[N:13]([CH2:14][C:15]2[CH:20]=[CH:19][C:18]([CH2:21][OH:22])=[CH:17][CH:16]=2)[N:12]=[C:11]([C:23]([CH3:26])([CH3:25])[CH3:24])[CH:10]=1)[C:2]1[CH:7]=[CH:6][CH:5]=[CH:4][CH:3]=1.[F:27][C:28]1[CH:33]=[C:32](O)[CH:31]=[CH:30][C:29]=1[CH2:35][CH2:36][C:37]([O:39][CH2:40][CH3:41])=[O:38].C(P(CCCC)CCCC)CCC.N(C(N1CCCCC1)=O)=NC(N1CCCCC1)=O. (5) The reactants are: [CH2:1]([O:3][C:4]([C:6]1([C:9]2[CH:14]=[CH:13][C:12]([C:15]3[CH:20]=[CH:19][C:18]([C:21]4[O:25][N:24]=[C:23]([CH3:26])[C:22]=4[NH2:27])=[CH:17][CH:16]=3)=[CH:11][CH:10]=2)[CH2:8][CH2:7]1)=[O:5])[CH3:2].[CH2:28]([C:35]1[CH:40]=[CH:39][CH:38]=[C:37](Br)[N:36]=1)[C:29]1[CH:34]=[CH:33][CH:32]=[CH:31][CH:30]=1. Given the product [CH2:1]([O:3][C:4]([C:6]1([C:9]2[CH:10]=[CH:11][C:12]([C:15]3[CH:20]=[CH:19][C:18]([C:21]4[O:25][N:24]=[C:23]([CH3:26])[C:22]=4[NH:27][C:37]4[CH:38]=[CH:39][CH:40]=[C:35]([CH2:28][C:29]5[CH:30]=[CH:31][CH:32]=[CH:33][CH:34]=5)[N:36]=4)=[CH:17][CH:16]=3)=[CH:13][CH:14]=2)[CH2:8][CH2:7]1)=[O:5])[CH3:2], predict the reactants needed to synthesize it. (6) Given the product [C:44]([NH:47][C:24]([C:21]1[CH:22]=[CH:23][C:18]([CH2:17][N:10]2[C:11](=[O:16])[N:12]([CH:13]3[CH2:15][CH2:14]3)[C:8]([C:5]3[CH:6]=[CH:7][C:2]([Cl:1])=[CH:3][CH:4]=3)=[N:9]2)=[C:19]([O:27][CH3:28])[CH:20]=1)=[O:26])([CH3:46])([CH3:45])[CH3:43], predict the reactants needed to synthesize it. The reactants are: [Cl:1][C:2]1[CH:7]=[CH:6][C:5]([C:8]2[N:12]([CH:13]3[CH2:15][CH2:14]3)[C:11](=[O:16])[N:10]([CH2:17][C:18]3[CH:23]=[CH:22][C:21]([C:24]([OH:26])=O)=[CH:20][C:19]=3[O:27][CH3:28])[N:9]=2)=[CH:4][CH:3]=1.C1C=CC2N(O)N=NC=2C=1.C(Cl)CCl.[CH3:43][C:44]([NH2:47])([CH3:46])[CH3:45].